From a dataset of PAMPA (Parallel Artificial Membrane Permeability Assay) permeability data from NCATS. Regression/Classification. Given a drug SMILES string, predict its absorption, distribution, metabolism, or excretion properties. Task type varies by dataset: regression for continuous measurements (e.g., permeability, clearance, half-life) or binary classification for categorical outcomes (e.g., BBB penetration, CYP inhibition). Dataset: pampa_ncats. (1) The drug is CCN(CC)C(=O)N1C2=CC=CC=C2C=CC3=CC=CC=C31. The result is 1 (high permeability). (2) The compound is CNC(=O)C1CCN(CC1)C(=O)C2=CC=C(C=C2)C3=NC=C4N3C=C(N=C4)C5=CC=CC=C5. The result is 1 (high permeability). (3) The result is 1 (high permeability). The molecule is CCN1C(=C(C(=C1C(=O)NC2=CC(=CC=C2)[S+](=O)(N(C)C)[O-])C)C(=O)C)C. (4) The drug is C1C2=C(C=CC(=C2)C(=O)C3=CC=CO3)NC1=O. The result is 1 (high permeability). (5) The compound is CC[C@](C)(C(=O)NCC(F)(F)F)NC1=NC(=NC=C1)C2=CNC3=C2C=CC=N3. The result is 1 (high permeability). (6) The drug is CC1=C(C(N=C(N1)NC2=NC3=CC=CC=C3O2)C4=C(C=NN4)Cl)C(=O)NC. The result is 1 (high permeability).